From a dataset of Forward reaction prediction with 1.9M reactions from USPTO patents (1976-2016). Predict the product of the given reaction. (1) The product is: [CH3:31][C:29]1[N:30]=[C:22]([C:20]([O:19][CH3:18])=[O:21])[CH:23]=[C:24]([C:25](=[O:26])[NH:17][CH:15]([C:5]2[CH:6]=[N:7][C:8]([O:9][CH2:10][C:11]([F:14])([F:12])[F:13])=[C:3]([CH3:2])[CH:4]=2)[CH3:16])[CH:28]=1. Given the reactants Cl.[CH3:2][C:3]1[CH:4]=[C:5]([CH:15]([NH2:17])[CH3:16])[CH:6]=[N:7][C:8]=1[O:9][CH2:10][C:11]([F:14])([F:13])[F:12].[CH3:18][O:19][C:20]([C:22]1[CH:23]=[C:24]([CH:28]=[C:29]([CH3:31])[N:30]=1)[C:25](O)=[O:26])=[O:21], predict the reaction product. (2) Given the reactants [CH2:1]([O:4][C:5]1[CH:19]=[CH:18][C:8]([O:9][C:10]2[CH:17]=[CH:16][C:13]([C:14]#[N:15])=[CH:12][CH:11]=2)=[CH:7][CH:6]=1)[CH2:2][CH3:3].C1COCC1.[H-].[Al+3].[Li+].[H-].[H-].[H-].[OH-].[Na+], predict the reaction product. The product is: [CH2:1]([O:4][C:5]1[CH:19]=[CH:18][C:8]([O:9][C:10]2[CH:11]=[CH:12][C:13]([CH2:14][NH2:15])=[CH:16][CH:17]=2)=[CH:7][CH:6]=1)[CH2:2][CH3:3]. (3) Given the reactants [C:1]([O:4][CH2:5][C:6]1[C:11]([F:12])=[CH:10][CH:9]=[C:8]([F:13])[C:7]=1[F:14])(=[O:3])[CH3:2].[N+:15]([O-])([OH:17])=[O:16], predict the reaction product. The product is: [C:1]([O:4][CH2:5][C:6]1[C:11]([F:12])=[C:10]([N+:15]([O-:17])=[O:16])[CH:9]=[C:8]([F:13])[C:7]=1[F:14])(=[O:3])[CH3:2]. (4) Given the reactants N1C=CC=CC=1.[NH2:7][C:8]1[N:12]([C:13]([CH3:16])([CH3:15])[CH3:14])[N:11]=[C:10]([CH3:17])[C:9]=1[C:18]([NH2:20])=[O:19].Cl.[CH:22]([N:35]1[CH2:38][CH:37]([C:39](Cl)=O)[CH2:36]1)([C:29]1[CH:34]=[CH:33][CH:32]=[CH:31][CH:30]=1)[C:23]1[CH:28]=[CH:27][CH:26]=[CH:25][CH:24]=1.[OH-].[Na+], predict the reaction product. The product is: [CH:22]([N:35]1[CH2:38][CH:37]([C:39]2[NH:20][C:18](=[O:19])[C:9]3[C:10]([CH3:17])=[N:11][N:12]([C:13]([CH3:14])([CH3:15])[CH3:16])[C:8]=3[N:7]=2)[CH2:36]1)([C:29]1[CH:30]=[CH:31][CH:32]=[CH:33][CH:34]=1)[C:23]1[CH:24]=[CH:25][CH:26]=[CH:27][CH:28]=1. (5) Given the reactants [N:1]([C:9](OC(C)C)=O)=[N:2][C:3](OC(C)C)=O.F[C:16](F)([C:30]1[N:34]2[N:35]=[C:36]([CH3:39])[CH:37]=[CH:38][C:33]2=[N:32][N:31]=1)[C:17]1[CH:18]=[C:19]([C:23]2[N:28]=[CH:27][C:26]([OH:29])=[CH:25][N:24]=2)[CH:20]=[CH:21][CH:22]=1.O1CCN(CCO)C[CH2:42]1.C1(P(C2C=CC=CC=2)C2C=CC=CC=2)C=CC=CC=1, predict the reaction product. The product is: [CH3:3][N:2]1[CH:42]=[C:39]([C:36]2[CH:37]=[CH:38][C:33]3[N:34]([C:30]([CH2:16][C:17]4[CH:18]=[C:19]([C:23]5[N:28]=[CH:27][C:26]([OH:29])=[CH:25][N:24]=5)[CH:20]=[CH:21][CH:22]=4)=[N:31][N:32]=3)[N:35]=2)[CH:9]=[N:1]1. (6) Given the reactants [CH3:1][C:2](=[CH:5][CH2:6][CH:7]1[CH2:11][CH:10]=[C:9]([CH3:12])[C:8]1([CH3:14])[CH3:13])[CH:3]=O.[C:15]([CH2:17]C(O)=O)#[N:16].N1C(C)=CC=CC=1C, predict the reaction product. The product is: [CH3:1][C:2](=[CH:5][CH2:6][CH:7]1[CH2:11][CH:10]=[C:9]([CH3:12])[C:8]1([CH3:14])[CH3:13])[CH:3]=[CH:17][C:15]#[N:16]. (7) Given the reactants [CH:1]1([CH2:6][C@@H:7]([C:19]([NH:21][NH:22][C:23]2[C:28]([F:29])=[C:27]([N:30]3[CH2:34][CH:33]=[CH:32][CH2:31]3)[N:26]=[C:25]([CH3:35])[N:24]=2)=[O:20])[CH2:8][N:9]([O:12]C2CCCCO2)[CH:10]=[O:11])[CH2:5][CH2:4][CH2:3][CH2:2]1.CC(O)=O, predict the reaction product. The product is: [CH:1]1([CH2:6][C@@H:7]([C:19]([NH:21][NH:22][C:23]2[C:28]([F:29])=[C:27]([N:30]3[CH2:34][CH:33]=[CH:32][CH2:31]3)[N:26]=[C:25]([CH3:35])[N:24]=2)=[O:20])[CH2:8][N:9]([OH:12])[CH:10]=[O:11])[CH2:5][CH2:4][CH2:3][CH2:2]1. (8) Given the reactants [OH:1][C:2]1[CH:9]=[C:8]([OH:10])[CH:7]=[C:6]([CH2:11][O:12][CH3:13])[C:3]=1[CH:4]=[O:5].[CH2:14]1[CH2:19][O:18][CH:17]=[CH:16][CH2:15]1, predict the reaction product. The product is: [OH:1][C:2]1[CH:9]=[C:8]([O:10][CH:17]2[CH2:16][CH2:15][CH2:14][CH2:19][O:18]2)[CH:7]=[C:6]([CH2:11][O:12][CH3:13])[C:3]=1[CH:4]=[O:5]. (9) The product is: [F:9][C:10]1[CH:17]=[CH:16][C:13]([CH2:14][O:1][CH2:7][CH2:6][CH2:5][CH2:4][CH2:3][C:2]([OH:8])=[O:19])=[CH:12][C:11]=1[CH3:18]. Given the reactants [O:1]1[CH2:7][CH2:6][CH2:5][CH2:4][CH2:3][C:2]1=[O:8].[F:9][C:10]1[CH:17]=[CH:16][C:13]([CH2:14]Br)=[CH:12][C:11]=1[CH3:18].[OH-:19].[K+], predict the reaction product. (10) Given the reactants [CH2:1]([NH:3][C:4]([C@@H:6]1[CH2:10][CH:9]([F:11])[CH2:8][N:7]1C(OCC1C=CC=CC=1)=O)=[O:5])[CH3:2], predict the reaction product. The product is: [CH2:1]([NH:3][C:4](=[O:5])[C@@H:6]1[CH2:10][CH:9]([F:11])[CH2:8][NH:7]1)[CH3:2].